Task: Predict which catalyst facilitates the given reaction.. Dataset: Catalyst prediction with 721,799 reactions and 888 catalyst types from USPTO The catalyst class is: 16. Reactant: [NH2:1][C:2]1[NH:3][C@@H:4]([C:13]2[CH:18]=[CH:17][C:16]([F:19])=[CH:15][CH:14]=2)[CH2:5][CH2:6][C:7]=1[C:8]([O:10][CH2:11][CH3:12])=[O:9].CCN(C(C)C)C(C)C.[C:29]1([NH:35][C:36](=O)[O:37]C2C=CC=CC=2)[CH:34]=[CH:33][CH:32]=[CH:31][CH:30]=1. Product: [F:19][C:16]1[CH:15]=[CH:14][C:13]([C@@H:4]2[NH:3][C:2]([NH:1][C:36](=[O:37])[NH:35][C:29]3[CH:34]=[CH:33][CH:32]=[CH:31][CH:30]=3)=[C:7]([C:8]([O:10][CH2:11][CH3:12])=[O:9])[CH2:6][CH2:5]2)=[CH:18][CH:17]=1.